Task: Regression. Given a peptide amino acid sequence and an MHC pseudo amino acid sequence, predict their binding affinity value. This is MHC class I binding data.. Dataset: Peptide-MHC class I binding affinity with 185,985 pairs from IEDB/IMGT The peptide sequence is FEKHILPFMS. The MHC is HLA-B44:03 with pseudo-sequence HLA-B44:03. The binding affinity (normalized) is 0.